Binary Classification. Given a T-cell receptor sequence (or CDR3 region) and an epitope sequence, predict whether binding occurs between them. From a dataset of TCR-epitope binding with 47,182 pairs between 192 epitopes and 23,139 TCRs. (1) The epitope is SSNVANYQK. The TCR CDR3 sequence is CASRGDTPYEQYF. Result: 0 (the TCR does not bind to the epitope). (2) The epitope is LLALHRSYL. The TCR CDR3 sequence is CASSPQGFGEQYF. Result: 0 (the TCR does not bind to the epitope). (3) Result: 1 (the TCR binds to the epitope). The epitope is KAYNVTQAF. The TCR CDR3 sequence is CASGPGEGEQFF.